From a dataset of Forward reaction prediction with 1.9M reactions from USPTO patents (1976-2016). Predict the product of the given reaction. (1) Given the reactants [CH2:1]([O:8][C:9]1[C:18]2[C:13](=[CH:14][CH:15]=[CH:16][CH:17]=2)[N:12]=[C:11]([O:19][C@@H:20]2[CH2:24][C@@H:23]([C:25]([O:27][CH3:28])=[O:26])[NH2+:22][CH2:21]2)[C:10]=1[C:29]#[C:30][CH2:31][CH2:32][CH2:33][C@@H:34]1[CH2:36][C@H:35]1[O:37][C:38]([NH:40][C@H:41]([C:46](Cl)=[O:47])[C:42]([CH3:45])([CH3:44])[CH3:43])=[O:39])[C:2]1[CH:7]=[CH:6][CH:5]=[CH:4][CH:3]=1.CCN(C(C)C)C(C)C.CN(C(ON1N=NC2C=CC=NC1=2)=[N+](C)C)C.F[P-](F)(F)(F)(F)F, predict the reaction product. The product is: [CH3:28][O:27][C:25]([C@@H:23]1[CH2:24][C@@H:20]2[CH2:21][N:22]1[C:46](=[O:47])[C@H:41]([C:42]([CH3:45])([CH3:43])[CH3:44])[NH:40][C:38](=[O:39])[O:37][C@@H:35]1[CH2:36][C@H:34]1[CH2:33][CH2:32][CH2:31][C:30]#[C:29][C:10]1[C:11]([O:19]2)=[N:12][C:13]2[CH:14]=[CH:15][CH:16]=[CH:17][C:18]=2[C:9]=1[O:8][CH2:1][C:2]1[CH:7]=[CH:6][CH:5]=[CH:4][CH:3]=1)=[O:26]. (2) Given the reactants [F:1][C:2]([F:15])([F:14])[S:3]([O:6]S(C(F)(F)F)(=O)=O)(=[O:5])=[O:4].C(C1C=C(C)C=C(C(C)(C)C)N=1)(C)(C)C.O=[C:32]1[CH2:37][CH2:36][CH:35]([CH2:38][C:39]([O:41][CH2:42][CH3:43])=[O:40])[CH2:34][CH2:33]1, predict the reaction product. The product is: [F:1][C:2]([F:15])([F:14])[S:3]([O:6][C:32]1[CH2:37][CH2:36][CH:35]([CH2:38][C:39]([O:41][CH2:42][CH3:43])=[O:40])[CH2:34][CH:33]=1)(=[O:5])=[O:4]. (3) The product is: [OH:17][CH:16]([C:13]1[CH:12]=[CH:11][C:10]([C:9]([O:8][CH3:7])=[O:18])=[CH:15][CH:14]=1)[CH2:1][CH:2]([CH3:4])[CH3:3]. Given the reactants [CH2:1]([Mg]Br)[CH:2]([CH3:4])[CH3:3].[CH3:7][O:8][C:9](=[O:18])[C:10]1[CH:15]=[CH:14][C:13]([CH:16]=[O:17])=[CH:12][CH:11]=1, predict the reaction product. (4) Given the reactants [Cl:1][C:2]1[CH:3]=[C:4]([CH:8]=[C:9]([Cl:11])[CH:10]=1)[C:5](Cl)=[O:6].[Cl:12][C:13]1[CH:21]=[C:20]2[C:16]([C:17]([NH2:22])=[N:18][NH:19]2)=[CH:15][CH:14]=1, predict the reaction product. The product is: [Cl:12][C:13]1[CH:21]=[C:20]2[C:16]([C:17]([NH:22][C:5](=[O:6])[C:4]3[CH:3]=[C:2]([Cl:1])[CH:10]=[C:9]([Cl:11])[CH:8]=3)=[N:18][NH:19]2)=[CH:15][CH:14]=1. (5) Given the reactants [CH2:1]([N:3]1[C:12]2[C:7](=[CH:8][C:9]([N+:13]([O-])=O)=[CH:10][CH:11]=2)[C:6](=[O:16])[N:5]([CH2:17][CH2:18][CH2:19][O:20][CH3:21])[C:4]1=[O:22])[CH3:2].[H][H], predict the reaction product. The product is: [NH2:13][C:9]1[CH:8]=[C:7]2[C:12](=[CH:11][CH:10]=1)[N:3]([CH2:1][CH3:2])[C:4](=[O:22])[N:5]([CH2:17][CH2:18][CH2:19][O:20][CH3:21])[C:6]2=[O:16]. (6) Given the reactants [CH3:1][O:2][C:3]1[CH:8]=[CH:7][C:6]([C:9]2[N:10]=[C:11]([CH:22]3[CH2:27][CH2:26][N:25]([C:28](=[O:32])[N:29]([OH:31])[CH3:30])[CH2:24][CH2:23]3)[O:12][C:13]=2[C:14]2[CH:19]=[CH:18][C:17]([O:20][CH3:21])=[CH:16][CH:15]=2)=[CH:5][CH:4]=1.C(N(CC)CC)C.Cl[C:41]([O:43][CH3:44])=[O:42], predict the reaction product. The product is: [CH3:1][O:2][C:3]1[CH:8]=[CH:7][C:6]([C:9]2[N:10]=[C:11]([CH:22]3[CH2:23][CH2:24][N:25]([C:28](=[O:32])[N:29]([O:31][C:41]([O:43][CH3:44])=[O:42])[CH3:30])[CH2:26][CH2:27]3)[O:12][C:13]=2[C:14]2[CH:15]=[CH:16][C:17]([O:20][CH3:21])=[CH:18][CH:19]=2)=[CH:5][CH:4]=1. (7) The product is: [CH3:25][O:26][C:27]1[N:32]=[CH:31][C:30]([N:33]2[CH2:38][CH2:37][CH:36]([N:20]3[CH2:21][CH2:22][C@@H:18]([NH:17][C:2](=[O:1])[CH2:3][NH:4][C:5](=[O:16])[C:6]4[CH:11]=[CH:10][CH:9]=[C:8]([C:12]([F:14])([F:15])[F:13])[CH:7]=4)[CH2:19]3)[CH2:35][CH2:34]2)=[CH:29][CH:28]=1. Given the reactants [O:1]=[C:2]([NH:17][C@@H:18]1[CH2:22][CH2:21][NH:20][CH2:19]1)[CH2:3][NH:4][C:5](=[O:16])[C:6]1[CH:11]=[CH:10][CH:9]=[C:8]([C:12]([F:15])([F:14])[F:13])[CH:7]=1.CO.[CH3:25][O:26][C:27]1[N:32]=[CH:31][C:30]([N:33]2[CH2:38][CH2:37][C:36](=O)[CH2:35][CH2:34]2)=[CH:29][CH:28]=1.C(O[BH-](OC(=O)C)OC(=O)C)(=O)C.[Na+].C([O-])(O)=O.[Na+], predict the reaction product.